From a dataset of Forward reaction prediction with 1.9M reactions from USPTO patents (1976-2016). Predict the product of the given reaction. (1) Given the reactants [Cl:1][C:2]1[CH:27]=[C:26]([Cl:28])[CH:25]=[CH:24][C:3]=1[O:4][C:5]1[CH:10]=[CH:9][CH:8]=[CH:7][C:6]=1[NH:11][S:12]([C:15]1[CH:23]=[CH:22][C:18]([C:19]([OH:21])=O)=[CH:17][CH:16]=1)(=[O:14])=[O:13].[CH3:29][N:30]([CH3:40])[CH2:31][CH2:32][CH2:33][N:34]1[CH2:39][CH2:38][NH:37][CH2:36][CH2:35]1, predict the reaction product. The product is: [Cl:1][C:2]1[CH:27]=[C:26]([Cl:28])[CH:25]=[CH:24][C:3]=1[O:4][C:5]1[CH:10]=[CH:9][CH:8]=[CH:7][C:6]=1[NH:11][S:12]([C:15]1[CH:23]=[CH:22][C:18]([C:19]([N:37]2[CH2:38][CH2:39][N:34]([CH2:33][CH2:32][CH2:31][N:30]([CH3:29])[CH3:40])[CH2:35][CH2:36]2)=[O:21])=[CH:17][CH:16]=1)(=[O:13])=[O:14]. (2) The product is: [C:27]([C:29]1[CH:34]=[CH:33][C:32]([O:18][CH2:17][CH2:16][CH2:15][C:14]#[C:13][C:10]2[CH:9]=[CH:8][C:7]([CH2:6][C@H:5]([O:19][CH3:20])[C:4]([OH:3])=[O:21])=[CH:12][CH:11]=2)=[CH:31][CH:30]=1)(=[O:28])[C:26]1[CH:35]=[CH:36][CH:23]=[CH:24][CH:25]=1. Given the reactants C([O:3][C:4](=[O:21])[C@@H:5]([O:19][CH3:20])[CH2:6][C:7]1[CH:12]=[CH:11][C:10]([C:13]#[C:14][CH2:15][CH2:16][CH2:17][OH:18])=[CH:9][CH:8]=1)C.O[C:23]1[CH:36]=[CH:35][C:26]([C:27]([C:29]2[CH:34]=[CH:33][CH:32]=[CH:31][CH:30]=2)=[O:28])=[CH:25][CH:24]=1, predict the reaction product. (3) Given the reactants Br[C:2]1[N:7]=[CH:6][C:5]([CH2:8][NH:9][C:10]([C:12]2[C:13]3[CH:14]=[N:15][N:16]([C:21]4[CH:26]=[CH:25][C:24]([F:27])=[CH:23][CH:22]=4)[C:17]=3[CH:18]=[CH:19][CH:20]=2)=[O:11])=[CH:4][CH:3]=1.C(N([CH2:33][CH3:34])CC)C.[C]=[O:36].[CH2:37]([OH:39])C, predict the reaction product. The product is: [CH2:33]([O:36][C:37]([C:2]1[CH:3]=[CH:4][C:5]([CH2:8][NH:9][C:10]([C:12]2[C:13]3[CH:14]=[N:15][N:16]([C:21]4[CH:26]=[CH:25][C:24]([F:27])=[CH:23][CH:22]=4)[C:17]=3[CH:18]=[CH:19][CH:20]=2)=[O:11])=[CH:6][N:7]=1)=[O:39])[CH3:34].